From a dataset of HIV replication inhibition screening data with 41,000+ compounds from the AIDS Antiviral Screen. Binary Classification. Given a drug SMILES string, predict its activity (active/inactive) in a high-throughput screening assay against a specified biological target. The molecule is CN(C)c1ccc(C=C(NC(=O)c2ccccc2)C2=NC(CCC(=O)O)C(=O)O2)cc1. The result is 0 (inactive).